From a dataset of Peptide-MHC class II binding affinity with 134,281 pairs from IEDB. Regression. Given a peptide amino acid sequence and an MHC pseudo amino acid sequence, predict their binding affinity value. This is MHC class II binding data. (1) The peptide sequence is SQDLELSWNANGLQAY. The MHC is HLA-DQA10301-DQB10302 with pseudo-sequence HLA-DQA10301-DQB10302. The binding affinity (normalized) is 0.378. (2) The peptide sequence is LDGALKAKQSAESKLEG. The MHC is DRB1_0401 with pseudo-sequence DRB1_0401. The binding affinity (normalized) is 0.195. (3) The peptide sequence is ASLMRGLSSRKRRSH. The MHC is DRB1_0901 with pseudo-sequence DRB1_0901. The binding affinity (normalized) is 0.333. (4) The peptide sequence is KISGEWYSIFLASDVK. The MHC is DRB1_0101 with pseudo-sequence DRB1_0101. The binding affinity (normalized) is 0.716. (5) The peptide sequence is AAAGLAAAAPLESRQ. The MHC is DRB3_0202 with pseudo-sequence DRB3_0202. The binding affinity (normalized) is 0.358. (6) The peptide sequence is GGQSSFYTDWYQPSQ. The MHC is DRB1_1501 with pseudo-sequence DRB1_1501. The binding affinity (normalized) is 0.0357.